Dataset: Catalyst prediction with 721,799 reactions and 888 catalyst types from USPTO. Task: Predict which catalyst facilitates the given reaction. Reactant: [Cl:1][C:2]1[C:11]([Cl:12])=[CH:10][C:5]2[NH:6][C:7](=S)[NH:8][C:4]=2[CH:3]=1.[BrH:13].BrBr.[O-]S([O-])(=O)=O.[Na+].[Na+]. Product: [Br:13][C:7]1[NH:6][C:5]2[CH:10]=[C:11]([Cl:12])[C:2]([Cl:1])=[CH:3][C:4]=2[N:8]=1. The catalyst class is: 5.